This data is from Reaction yield outcomes from USPTO patents with 853,638 reactions. The task is: Predict the reaction yield, written as a fraction of the theoretical maximum amount of product (1.0 means a 100% yield; for example, 0.34 means a 34% yield). The reactants are [O:1]1[C:5]2[CH:6]=[CH:7][C:8]([C:10]3([C:13]([NH:15][C:16]4[CH:17]=[C:18]5[C:22](=[CH:23][CH:24]=4)[NH:21][C:20]([C:25]([O:27]CC)=[O:26])=[CH:19]5)=[O:14])[CH2:12][CH2:11]3)=[CH:9][C:4]=2[O:3][CH2:2]1.[Li+].[OH-].Cl. The catalyst is O.O1CCOCC1. The product is [O:1]1[C:5]2[CH:6]=[CH:7][C:8]([C:10]3([C:13]([NH:15][C:16]4[CH:17]=[C:18]5[C:22](=[CH:23][CH:24]=4)[NH:21][C:20]([C:25]([OH:27])=[O:26])=[CH:19]5)=[O:14])[CH2:12][CH2:11]3)=[CH:9][C:4]=2[O:3][CH2:2]1. The yield is 0.830.